Task: Predict the reaction yield, written as a fraction of the theoretical maximum amount of product (1.0 means a 100% yield; for example, 0.34 means a 34% yield).. Dataset: Reaction yield outcomes from USPTO patents with 853,638 reactions (1) The reactants are [CH:1]([C:3]1[CH:28]=[CH:27][C:6]([C:7]([NH:9][C:10]2[S:11][C:12]3[C:18]([C:19]4[CH:24]=[CH:23][CH:22]=[CH:21][CH:20]=4)=[CH:17][CH:16]=[C:15]([O:25][CH3:26])[C:13]=3[N:14]=2)=[O:8])=[CH:5][CH:4]=1)=[O:2].[BH4-].[Na+].O.Cl. The catalyst is C1COCC1. The product is [OH:2][CH2:1][C:3]1[CH:28]=[CH:27][C:6]([C:7]([NH:9][C:10]2[S:11][C:12]3[C:18]([C:19]4[CH:24]=[CH:23][CH:22]=[CH:21][CH:20]=4)=[CH:17][CH:16]=[C:15]([O:25][CH3:26])[C:13]=3[N:14]=2)=[O:8])=[CH:5][CH:4]=1. The yield is 0.770. (2) The reactants are Br[C:2]1[CH:3]=[C:4]2[CH2:10][C:9]3([CH:15]4[CH2:16][CH2:17][N:12]([CH2:13][CH2:14]4)[CH2:11]3)[O:8][C:5]2=[N:6][CH:7]=1.C1(C)C=CC=CC=1P(C1C=CC=CC=1C)C1C=CC=CC=1C.[Cl-].[Li+].C([Sn](CCCC)(CCCC)[C:47]1[O:48][CH:49]=[CH:50][CH:51]=1)CCC. The catalyst is COCCOC.C(Cl)(Cl)Cl.CO. The product is [O:48]1[CH:49]=[CH:50][CH:51]=[C:47]1[C:2]1[CH:3]=[C:4]2[CH2:10][C:9]3([CH:15]4[CH2:16][CH2:17][N:12]([CH2:13][CH2:14]4)[CH2:11]3)[O:8][C:5]2=[N:6][CH:7]=1. The yield is 0.890.